Predict the reaction yield, written as a fraction of the theoretical maximum amount of product (1.0 means a 100% yield; for example, 0.34 means a 34% yield). From a dataset of Reaction yield outcomes from USPTO patents with 853,638 reactions. (1) The reactants are [O:1]1[CH2:6]C[CH2:4][O:3][CH:2]1[C:7]1[CH:8]=[CH:9][C:10]([C:13]2[S:21][C:20]3[C:15](=[N:16][CH:17]=[CH:18][C:19]=3[Cl:22])[CH:14]=2)=[N:11][CH:12]=1.BrC1C=CC(C2OCCO2)=CN=1. No catalyst specified. The product is [O:1]1[CH2:6][CH2:4][O:3][CH:2]1[C:7]1[CH:8]=[CH:9][C:10]([C:13]2[S:21][C:20]3[C:15](=[N:16][CH:17]=[CH:18][C:19]=3[Cl:22])[CH:14]=2)=[N:11][CH:12]=1. The yield is 0.790. (2) The reactants are [O:1]1[C@H:7]2[C@@H:2]1[C:3]([CH3:18])([CH3:17])[O:4][C:5]1[CH:11]=[C:10]([N+:12]([O-:14])=[O:13])[C:9]([O:15][CH3:16])=[CH:8][C:6]=12.Cl([O-])(=O)(=O)=O.[Li+].[C:25]1([CH2:31][CH2:32][NH2:33])[CH:30]=[CH:29][CH:28]=[CH:27][CH:26]=1.[Cl-].[NH4+]. The catalyst is O1CCOCC1. The product is [CH3:16][O:15][C:9]1[C:10]([N+:12]([O-:14])=[O:13])=[CH:11][C:5]2[O:4][C:3]([CH3:18])([CH3:17])[C@H:2]([OH:1])[C@@H:7]([NH:33][CH2:32][CH2:31][C:25]3[CH:30]=[CH:29][CH:28]=[CH:27][CH:26]=3)[C:6]=2[CH:8]=1. The yield is 1.00. (3) The reactants are C([N:8]1[CH2:13][CH2:12][C:11](=[CH:14][C:15]2[CH:20]=[CH:19][C:18]([C:21]3[NH:22][CH2:23][CH2:24][N:25]=3)=[CH:17][CH:16]=2)[CH2:10][CH2:9]1)C1C=CC=CC=1.C([O-])=O.[NH4+]. The catalyst is C(O)C.[Pd]. The product is [NH:25]1[CH2:24][CH2:23][N:22]=[C:21]1[C:18]1[CH:17]=[CH:16][C:15]([CH2:14][CH:11]2[CH2:10][CH2:9][NH:8][CH2:13][CH2:12]2)=[CH:20][CH:19]=1. The yield is 0.920. (4) The reactants are [C:1]([OH:5])([CH3:4])([CH3:3])[CH3:2].N1C=CC=CC=1.[C:12]([C:14]1[CH:15]=[C:16]([CH:20]=[CH:21][CH:22]=1)[C:17](Cl)=[O:18])#[N:13]. The catalyst is CN(C1C=CN=CC=1)C.C(Cl)Cl. The product is [C:1]([O:5][C:17](=[O:18])[C:16]1[CH:20]=[CH:21][CH:22]=[C:14]([C:12]#[N:13])[CH:15]=1)([CH3:4])([CH3:3])[CH3:2]. The yield is 0.821. (5) The reactants are [F:1][C:2]([F:16])([C:6]([F:15])([F:14])[C:7]([F:13])([F:12])[C:8]([F:11])([F:10])[F:9])[CH2:3][CH2:4][OH:5].N1C=CC=CC=1.[Cl-].[C:24]([O:31][CH2:32][CH2:33][CH2:34][CH2:35][CH2:36][CH2:37][CH2:38][CH2:39][CH2:40][CH3:41])(=[O:30])/[CH:25]=[CH:26]\[C:27]([O-])=[O:28].C(OCC)(=O)C. The catalyst is C(Cl)(Cl)Cl. The product is [C:24]([O:31][CH2:32][CH2:33][CH2:34][CH2:35][CH2:36][CH2:37][CH2:38][CH2:39][CH2:40][CH3:41])(=[O:30])/[CH:25]=[CH:26]\[C:27]([O:5][CH2:4][CH2:3][C:2]([F:16])([F:1])[C:6]([F:14])([F:15])[C:7]([F:12])([F:13])[C:8]([F:9])([F:10])[F:11])=[O:28]. The yield is 0.180.